From a dataset of Forward reaction prediction with 1.9M reactions from USPTO patents (1976-2016). Predict the product of the given reaction. (1) Given the reactants [Br:1][C:2]1[CH:10]=[CH:9][CH:8]=[C:7]([CH3:11])[C:3]=1[C:4]([OH:6])=[O:5].[C:12]([O-])([O-])=O.[K+].[K+].CI, predict the reaction product. The product is: [CH3:12][O:5][C:4](=[O:6])[C:3]1[C:7]([CH3:11])=[CH:8][CH:9]=[CH:10][C:2]=1[Br:1]. (2) Given the reactants F[C:2]1[CH:9]=[C:8]([C:10]2[CH:15]=[C:14]([N:16]3[CH2:21][CH2:20][O:19][CH2:18][C@H:17]3[CH3:22])[N:13]=[C:12]([NH:23][CH3:24])[N:11]=2)[CH:7]=[CH:6][C:3]=1[C:4]#[N:5].[NH2:25][NH2:26].CCN(C(C)C)C(C)C, predict the reaction product. The product is: [CH3:24][NH:23][C:12]1[N:11]=[C:10]([C:8]2[CH:7]=[C:6]3[C:3]([C:4]([NH2:5])=[N:25][NH:26]3)=[CH:2][CH:9]=2)[CH:15]=[C:14]([N:16]2[CH2:21][CH2:20][O:19][CH2:18][C@H:17]2[CH3:22])[N:13]=1. (3) Given the reactants S(Cl)(Cl)=O.[C:5]([C:7]1[C:8]([N:19]2[CH2:22][CH:21]([C:23]([OH:25])=O)[CH2:20]2)=[N:9][C:10]([CH3:18])=[C:11]([C:13]([O:15][CH2:16][CH3:17])=[O:14])[CH:12]=1)#[N:6].[CH3:26][C:27]1[CH:32]=[CH:31][C:30]([CH2:33][S:34]([NH2:37])(=[O:36])=[O:35])=[CH:29][CH:28]=1.CN(C(ON1N=NC2C=CC=NC1=2)=[N+](C)C)C.F[P-](F)(F)(F)(F)F.CCN(C(C)C)C(C)C, predict the reaction product. The product is: [C:5]([C:7]1[C:8]([N:19]2[CH2:20][CH:21]([C:23]([NH:37][S:34]([CH2:33][C:30]3[CH:31]=[CH:32][C:27]([CH3:26])=[CH:28][CH:29]=3)(=[O:35])=[O:36])=[O:25])[CH2:22]2)=[N:9][C:10]([CH3:18])=[C:11]([CH:12]=1)[C:13]([O:15][CH2:16][CH3:17])=[O:14])#[N:6]. (4) Given the reactants [CH:1]([C:4]1[CH:5]=[CH:6][C:7]2[C:12]([NH:13][C:14]3[CH:15]=[C:16]([CH:20]=[CH:21][C:22]=3[S:23][C:24]3[CH:29]=[CH:28][C:27]([O:30][CH3:31])=[CH:26][CH:25]=3)[C:17](Cl)=[O:18])=[N:11][CH:10]=[N:9][C:8]=2[N:32]=1)([CH3:3])[CH3:2].[NH2:33][C:34]1[CH:41]=[CH:40][C:37]([C:38]#[N:39])=[CH:36][CH:35]=1.NC1C=C(O)C(C)=CC=1, predict the reaction product. The product is: [C:38]([C:37]1[CH:40]=[CH:41][C:34]([NH:33][C:17](=[O:18])[C:16]2[CH:20]=[CH:21][C:22]([S:23][C:24]3[CH:29]=[CH:28][C:27]([O:30][CH3:31])=[CH:26][CH:25]=3)=[C:14]([NH:13][C:12]3[C:7]4[CH:6]=[CH:5][C:4]([CH:1]([CH3:2])[CH3:3])=[N:32][C:8]=4[N:9]=[CH:10][N:11]=3)[CH:15]=2)=[CH:35][CH:36]=1)#[N:39].